From a dataset of Full USPTO retrosynthesis dataset with 1.9M reactions from patents (1976-2016). Predict the reactants needed to synthesize the given product. Given the product [CH3:1][C@@:2]12[C@@H:18]([C:19]#[N:20])[CH2:17][CH2:16][C@H:15]1[CH2:14][C@@H:13]1[C@H:4]([CH2:5][CH2:6][C@H:7]3[C@@:12]1([CH3:21])[CH2:11][CH2:10][C@H:9]([OH:22])[CH2:8]3)[CH2:3]2, predict the reactants needed to synthesize it. The reactants are: [CH3:1][C@@:2]12[C:18]([C:19]#[N:20])=[CH:17][CH2:16][C@@H:15]1[CH2:14][C@@H:13]1[C@H:4]([CH2:5][CH2:6][C@H:7]3[C@@:12]1([CH3:21])[CH2:11][CH2:10][C@H:9]([OH:22])[CH2:8]3)[CH2:3]2.